This data is from TCR-epitope binding with 47,182 pairs between 192 epitopes and 23,139 TCRs. The task is: Binary Classification. Given a T-cell receptor sequence (or CDR3 region) and an epitope sequence, predict whether binding occurs between them. (1) The epitope is GPGHKARVL. The TCR CDR3 sequence is CASSSTTFFVWTDTQYF. Result: 0 (the TCR does not bind to the epitope). (2) The epitope is YLNTLTLAV. The TCR CDR3 sequence is CASSLISDTQYF. Result: 1 (the TCR binds to the epitope). (3) The epitope is AYAQKIFKI. The TCR CDR3 sequence is CASRTPPSLSSTDTQYF. Result: 1 (the TCR binds to the epitope). (4) The epitope is FIAGLIAIV. The TCR CDR3 sequence is CASSQEDRGVYGELFF. Result: 0 (the TCR does not bind to the epitope). (5) The epitope is YIFFASFYY. The TCR CDR3 sequence is CASSPEQRQGRQPQHF. Result: 0 (the TCR does not bind to the epitope). (6) The epitope is FLKEKGGL. The TCR CDR3 sequence is CSVEPSGRARTYNEQFF. Result: 1 (the TCR binds to the epitope). (7) The epitope is FLKEKGGL. The TCR CDR3 sequence is CASSRAGADYNEQFF. Result: 1 (the TCR binds to the epitope).